The task is: Predict which catalyst facilitates the given reaction.. This data is from Catalyst prediction with 721,799 reactions and 888 catalyst types from USPTO. (1) Reactant: [OH-].[Na+].[Cl:3][C:4]1[CH:5]=[C:6]([C:14]2[O:18][N:17]=[C:16]([C:19]3[CH:37]=[CH:36][C:22]4[CH2:23][N:24]([CH2:28][CH2:29][CH2:30][C:31]([O:33]CC)=[O:32])[CH2:25][CH2:26][O:27][C:21]=4[CH:20]=3)[N:15]=2)[CH:7]=[CH:8][C:9]=1[O:10][CH:11]([CH3:13])[CH3:12]. Product: [Cl:3][C:4]1[CH:5]=[C:6]([C:14]2[O:18][N:17]=[C:16]([C:19]3[CH:37]=[CH:36][C:22]4[CH2:23][N:24]([CH2:28][CH2:29][CH2:30][C:31]([OH:33])=[O:32])[CH2:25][CH2:26][O:27][C:21]=4[CH:20]=3)[N:15]=2)[CH:7]=[CH:8][C:9]=1[O:10][CH:11]([CH3:13])[CH3:12]. The catalyst class is: 8. (2) Reactant: CS([O:5][C@@:6]([C:16]1[CH:17]=[C:18]([C:23]2[CH:28]=[CH:27][CH:26]=[CH:25][CH:24]=2)[CH:19]=[CH:20][C:21]=1[NH2:22])([C:11]#[C:12][CH:13]1[CH2:15][CH2:14]1)[C:7]([F:10])([F:9])[F:8])(=O)=O.[OH-].[Na+].[C:31]([O-])([O-])=[O:32].[Na+].[Na+].ClC(Cl)(OC(=O)OC(Cl)(Cl)Cl)Cl. Product: [CH:13]1([C:12]#[C:11][C@:6]2([C:7]([F:10])([F:9])[F:8])[C:16]3[CH:17]=[C:18]([C:23]4[CH:28]=[CH:27][CH:26]=[CH:25][CH:24]=4)[CH:19]=[CH:20][C:21]=3[NH:22][C:31](=[O:32])[O:5]2)[CH2:15][CH2:14]1. The catalyst class is: 13.